From a dataset of Forward reaction prediction with 1.9M reactions from USPTO patents (1976-2016). Predict the product of the given reaction. (1) Given the reactants Cl[CH2:2][C:3]1[N:4]=[C:5]([C:9]2[CH:14]=[CH:13][CH:12]=[CH:11][CH:10]=2)[NH:6][C:7]=1[CH3:8].Cl.[C-:16]#[N:17].[Na+], predict the reaction product. The product is: [C:16]([CH2:2][C:3]1[N:4]=[C:5]([C:9]2[CH:14]=[CH:13][CH:12]=[CH:11][CH:10]=2)[NH:6][C:7]=1[CH3:8])#[N:17]. (2) The product is: [CH2:38]([N:17]1[C:16]([N:1]2[CH2:7][CH2:6][CH2:5][N:4]([S:42]([CH3:45])(=[O:44])=[O:43])[CH2:3][CH2:2]2)=[N:24][C:23]2[C:18]1=[N:19][C:20]([C:31]1[CH:32]=[N:33][C:34]([NH2:37])=[N:35][CH:36]=1)=[N:21][C:22]=2[N:25]1[CH2:30][CH2:29][O:28][CH2:27][CH2:26]1)[CH:39]([CH3:41])[CH3:40]. Given the reactants [NH:1]1[CH2:7][CH2:6][CH2:5][NH:4][CH2:3][CH2:2]1.CN1CCCC1=O.Cl[C:16]1[N:17]([CH2:38][CH:39]([CH3:41])[CH3:40])[C:18]2[C:23]([N:24]=1)=[C:22]([N:25]1[CH2:30][CH2:29][O:28][CH2:27][CH2:26]1)[N:21]=[C:20]([C:31]1[CH:32]=[N:33][C:34]([NH2:37])=[N:35][CH:36]=1)[N:19]=2.[S:42](Cl)([CH3:45])(=[O:44])=[O:43], predict the reaction product. (3) Given the reactants [CH3:1][S:2][C:3]1[N:12]=[CH:11][C:10]2[CH:9]=[CH:8][C:7]3[C:13]([C:16]([O:18][CH2:19][CH3:20])=[O:17])=[N:14][NH:15][C:6]=3[C:5]=2[N:4]=1.C(=O)([O-])[O-].[Cs+].[Cs+].Br[CH2:28][CH2:29][N:30]([CH3:32])[CH3:31].O, predict the reaction product. The product is: [CH3:31][N:30]([CH3:32])[CH2:29][CH2:28][N:15]1[C:6]2[C:5]3[N:4]=[C:3]([S:2][CH3:1])[N:12]=[CH:11][C:10]=3[CH:9]=[CH:8][C:7]=2[C:13]([C:16]([O:18][CH2:19][CH3:20])=[O:17])=[N:14]1. (4) The product is: [NH2:13][C:14]1[C:15]([C:19]2[N:20]([CH2:31][CH3:32])[C:21]3[CH:26]=[C:25]([CH2:27][N:37]4[C:33](=[O:43])[C:34]5[C:35](=[CH:39][CH:40]=[CH:41][CH:42]=5)[C:36]4=[O:38])[N:24]=[C:23]([Cl:29])[C:22]=3[N:30]=2)=[N:16][O:17][N:18]=1. Given the reactants N(C(OCC)=O)=NC(OCC)=O.[NH2:13][C:14]1[C:15]([C:19]2[N:20]([CH2:31][CH3:32])[C:21]3[CH:26]=[C:25]([CH2:27]O)[N:24]=[C:23]([Cl:29])[C:22]=3[N:30]=2)=[N:16][O:17][N:18]=1.[C:33]1(=[O:43])[NH:37][C:36](=[O:38])[C:35]2=[CH:39][CH:40]=[CH:41][CH:42]=[C:34]12.C1(P(C2C=CC=CC=2)C2C=CC=CC=2)C=CC=CC=1, predict the reaction product. (5) Given the reactants [H-].[Na+].[C:3]([O:7][C:8](=[O:16])[CH2:9][CH2:10][CH2:11][CH2:12][C@H:13]([OH:15])[CH3:14])([CH3:6])([CH3:5])[CH3:4].Cl[C:18]1[C:19]2[C:26]([C:27]3[CH:32]=[CH:31][C:30]([O:33][CH3:34])=[CH:29][CH:28]=3)=[C:25]([C:35]3[CH:40]=[CH:39][CH:38]=[CH:37][C:36]=3[F:41])[O:24][C:20]=2[N:21]=[CH:22][N:23]=1.O, predict the reaction product. The product is: [C:3]([O:7][C:8](=[O:16])[CH2:9][CH2:10][CH2:11][CH2:12][C@H:13]([O:15][C:18]1[C:19]2[C:26]([C:27]3[CH:28]=[CH:29][C:30]([O:33][CH3:34])=[CH:31][CH:32]=3)=[C:25]([C:35]3[CH:40]=[CH:39][CH:38]=[CH:37][C:36]=3[F:41])[O:24][C:20]=2[N:21]=[CH:22][N:23]=1)[CH3:14])([CH3:4])([CH3:6])[CH3:5]. (6) Given the reactants I[C:2]1[C:10]2[C:5](=[CH:6][CH:7]=[C:8]([NH:11][S:12]([C:15]3[CH:20]=[CH:19][CH:18]=[CH:17][C:16]=3[S:21]([CH3:24])(=[O:23])=[O:22])(=[O:14])=[O:13])[CH:9]=2)[N:4](C(OC(C)(C)C)=O)[N:3]=1.C(OC([N:39]1[CH:43]=[CH:42][CH:41]=[C:40]1B(O)O)=O)(C)(C)C.C(=O)([O-])O.[Na+], predict the reaction product. The product is: [CH3:24][S:21]([C:16]1[CH:17]=[CH:18][CH:19]=[CH:20][C:15]=1[S:12]([NH:11][C:8]1[CH:9]=[C:10]2[C:5](=[CH:6][CH:7]=1)[NH:4][N:3]=[C:2]2[C:40]1[NH:39][CH:43]=[CH:42][CH:41]=1)(=[O:14])=[O:13])(=[O:23])=[O:22]. (7) Given the reactants CCCC[N+](CCCC)(CCCC)CCCC.[F-].[Cl:19][C:20]1[C:25]([NH:26][C:27]2[N:32]=[C:31]([NH:33][CH:34]3[CH2:36][CH2:35]3)[C:30]3=[N:37][CH:38]=[C:39]([C:40]#[N:41])[N:29]3[N:28]=2)=[CH:24][C:23]([C:42]#[N:43])=[CH:22][C:21]=1[N:44]1[CH2:49][CH2:48][C@@H:47]([NH:50][S:51]([CH3:54])(=[O:53])=[O:52])[C@H:46]([O:55][Si](C(C)C)(C(C)C)C(C)C)[CH2:45]1, predict the reaction product. The product is: [Cl:19][C:20]1[C:25]([NH:26][C:27]2[N:32]=[C:31]([NH:33][CH:34]3[CH2:35][CH2:36]3)[C:30]3=[N:37][CH:38]=[C:39]([C:40]#[N:41])[N:29]3[N:28]=2)=[CH:24][C:23]([C:42]#[N:43])=[CH:22][C:21]=1[N:44]1[CH2:49][CH2:48][C@@H:47]([NH:50][S:51]([CH3:54])(=[O:53])=[O:52])[C@H:46]([OH:55])[CH2:45]1. (8) The product is: [OH:31][C:29]([CH3:32])([CH3:30])[CH2:28][N:27]1[CH2:21][C:14]2[C:15](=[CH:20][C:11]([CH2:10][C:9]3[CH:25]=[CH:26][C:6]([N:1]4[CH:5]=[CH:4][CH:3]=[N:2]4)=[CH:7][CH:8]=3)=[C:12]([CH3:24])[C:13]=2[CH3:23])[C:16]1=[O:17]. Given the reactants [N:1]1([C:6]2[CH:26]=[CH:25][C:9]([CH2:10][C:11]3[C:12]([CH3:24])=[C:13]([CH3:23])[C:14]([CH:21]=O)=[C:15]([CH:20]=3)[C:16](OC)=[O:17])=[CH:8][CH:7]=2)[CH:5]=[CH:4][CH:3]=[N:2]1.[NH2:27][CH2:28][C:29]([CH3:32])([OH:31])[CH3:30], predict the reaction product. (9) Given the reactants [CH3:1][N:2]([CH3:17])[CH2:3][CH2:4][NH:5][C:6]([C:8]1[C:13]([NH2:14])=[N:12][C:11]([NH2:15])=[C:10]([Cl:16])[N:9]=1)=[O:7].[Br:18][CH2:19][CH2:20][CH2:21][C:22]1[CH:27]=[CH:26][C:25]([O:28][CH3:29])=[CH:24][CH:23]=1, predict the reaction product. The product is: [Br-:18].[NH2:14][C:13]1[C:8]([C:6]([NH:5][CH2:4][CH2:3][N+:2]([CH2:19][CH2:20][CH2:21][C:22]2[CH:23]=[CH:24][C:25]([O:28][CH3:29])=[CH:26][CH:27]=2)([CH3:17])[CH3:1])=[O:7])=[N:9][C:10]([Cl:16])=[C:11]([NH2:15])[N:12]=1.